The task is: Predict the reactants needed to synthesize the given product.. This data is from Full USPTO retrosynthesis dataset with 1.9M reactions from patents (1976-2016). (1) Given the product [CH2:23]1[C:22]2[CH:21]=[CH:20][CH:19]=[CH:17][C:18]=2[CH2:2][S:3](=[O:4])[O:5]1, predict the reactants needed to synthesize it. The reactants are: O[CH2:2][S:3]([O-:5])=[O:4].[Na+].C(=O)([O-])[O-].[K+].[K+].C(O[CH2:17][CH3:18])(=O)C.[CH3:19][CH2:20][CH2:21][CH2:22][CH2:23]C. (2) Given the product [CH3:1][C@@H:2]1[C@H:12]2[CH2:13][CH2:14][C@@:15]3([CH3:19])[O:17][O:18][C@@:11]42[C@H:5]([C@H:6]([CH3:20])[C@H:7]([O:8][CH2:1][C:2]2[CH:3]=[CH:4][C:5]([C:25]([OH:26])=[O:23])=[CH:11][CH:12]=2)[O:9][C@@H:10]4[O:16]3)[CH2:4][CH2:3]1, predict the reactants needed to synthesize it. The reactants are: [CH3:1][C@H:2]1[C@@H:12]2[CH2:13][CH2:14][C@:15]3([CH3:19])[O:17][O:18][C@:11]42[C@H:5]([C@@H:6]([CH3:20])[C:7]([O:9][C@@H:10]4[O:16]3)=[O:8])[CH2:4][CH2:3]1.[BH4-].[Na+].[OH-:23].[K+].[CH3:25][OH:26]. (3) Given the product [C@@H:18]12[CH2:24][C@@H:21]([CH:22]=[CH:23]1)[CH2:20][C@H:19]2[CH2:25][C:26]([NH:1][N:2]1[N:11]=[C:10]([C:12]2[S:13][CH:14]=[CH:15][CH:16]=2)[C:9]2[C:4](=[CH:5][CH:6]=[CH:7][CH:8]=2)[C:3]1=[O:17])=[O:27], predict the reactants needed to synthesize it. The reactants are: [NH2:1][N:2]1[N:11]=[C:10]([C:12]2[S:13][CH:14]=[CH:15][CH:16]=2)[C:9]2[C:4](=[CH:5][CH:6]=[CH:7][CH:8]=2)[C:3]1=[O:17].[C@@H:18]12[CH2:24][C@@H:21]([CH:22]=[CH:23]1)[CH2:20][C@H:19]2[CH2:25][C:26](O)=[O:27]. (4) Given the product [Br:1][CH:9]1[CH2:8][C:7]2[C:11](=[CH:12][C:13]([O:14][CH3:15])=[C:5]([O:4][CH3:3])[CH:6]=2)[C:10]1=[O:16], predict the reactants needed to synthesize it. The reactants are: [Br:1]Br.[CH3:3][O:4][C:5]1[CH:6]=[C:7]2[C:11](=[CH:12][C:13]=1[O:14][CH3:15])[C:10](=[O:16])[CH2:9][CH2:8]2. (5) Given the product [F:26][C:11]1[C:10]([CH2:9][OH:8])=[CH:15][CH:14]=[CH:13][C:12]=1[N:16]1[CH2:17][CH:18]([CH:20]2[CH2:21][CH2:22][N:23]([CH2:30][CH2:29][O:28][CH3:27])[CH2:24][CH2:25]2)[CH2:19]1, predict the reactants needed to synthesize it. The reactants are: [Si]([O:8][CH2:9][C:10]1[C:11]([F:26])=[C:12]([N:16]2[CH2:19][CH:18]([CH:20]3[CH2:25][CH2:24][NH:23][CH2:22][CH2:21]3)[CH2:17]2)[CH:13]=[CH:14][CH:15]=1)(C(C)(C)C)(C)C.[CH3:27][O:28][CH2:29][C:30](O)=O.CCN=C=NCCCN(C)C.Cl.C1C=CC2N(O)N=NC=2C=1.[OH-].[Na+]. (6) Given the product [Cl:13][C:5]1[C:4]2[C:9](=[CH:10][CH:11]=[C:2]([NH:18][CH2:17][C:16]3[CH:19]=[C:20]([C:23]([F:24])([F:25])[F:26])[CH:21]=[CH:22][C:15]=3[Cl:14])[CH:3]=2)[C:8](=[O:12])[NH:7][N:6]=1, predict the reactants needed to synthesize it. The reactants are: Br[C:2]1[CH:3]=[C:4]2[C:9](=[CH:10][CH:11]=1)[C:8](=[O:12])[NH:7][N:6]=[C:5]2[Cl:13].[Cl:14][C:15]1[CH:22]=[CH:21][C:20]([C:23]([F:26])([F:25])[F:24])=[CH:19][C:16]=1[CH2:17][NH2:18].C1C=CC(P(C2C(C3C(P(C4C=CC=CC=4)C4C=CC=CC=4)=CC=C4C=3C=CC=C4)=C3C(C=CC=C3)=CC=2)C2C=CC=CC=2)=CC=1.CC([O-])(C)C.[Na+].